This data is from Forward reaction prediction with 1.9M reactions from USPTO patents (1976-2016). The task is: Predict the product of the given reaction. Given the reactants Br[C:2]1[C:3]2[N:18]([CH2:19][CH3:20])[C:17]([C:21]3[C:22]([NH2:26])=[N:23][O:24][N:25]=3)=[N:16][C:4]=2[CH:5]=[N:6][C:7]=1[O:8][C:9]1[CH:14]=[CH:13][C:12]([F:15])=[CH:11][CH:10]=1.[C:27]1(B(O)O)[CH:32]=[CH:31][CH:30]=[CH:29][CH:28]=1.O, predict the reaction product. The product is: [CH2:19]([N:18]1[C:3]2[C:2]([C:27]3[CH:32]=[CH:31][CH:30]=[CH:29][CH:28]=3)=[C:7]([O:8][C:9]3[CH:14]=[CH:13][C:12]([F:15])=[CH:11][CH:10]=3)[N:6]=[CH:5][C:4]=2[N:16]=[C:17]1[C:21]1[C:22]([NH2:26])=[N:23][O:24][N:25]=1)[CH3:20].